Predict which catalyst facilitates the given reaction. From a dataset of Catalyst prediction with 721,799 reactions and 888 catalyst types from USPTO. (1) Reactant: [C:1]([NH:4][C:5]1[CH:10]=[CH:9][C:8]([C:11]2[CH:16]=[CH:15][CH:14]=[C:13]([C:17]([O:19][CH2:20][CH3:21])=[O:18])[CH:12]=2)=[CH:7][C:6]=1[N+:22]([O-])=O)(=[O:3])[CH3:2].O1CCCC1. Product: [C:1]([NH:4][C:5]1[CH:10]=[CH:9][C:8]([C:11]2[CH:16]=[CH:15][CH:14]=[C:13]([C:17]([O:19][CH2:20][CH3:21])=[O:18])[CH:12]=2)=[CH:7][C:6]=1[NH2:22])(=[O:3])[CH3:2]. The catalyst class is: 63. (2) The catalyst class is: 5. Product: [C:29]([C:28]1[CH:31]=[CH:32][C:25]([N:23]2[CH:6]([CH:1]3[CH2:2][CH2:3][CH2:4][CH2:5]3)[CH:7]3[C:8]([C:9]4[CH:10]=[CH:11][C:12]([C:17]([OH:19])=[O:18])=[CH:13][C:14]=4[CH2:15][CH2:16]3)=[N:24]2)=[CH:26][C:27]=1[O:33][CH3:34])#[N:30]. Reactant: [CH:1]1([CH:6]=[C:7]2[CH2:16][CH2:15][C:14]3[CH:13]=[C:12]([C:17]([O:19]C)=[O:18])[CH:11]=[CH:10][C:9]=3[C:8]2=O)[CH2:5][CH2:4][CH2:3][CH2:2]1.Cl.[NH:23]([C:25]1[CH:32]=[CH:31][C:28]([C:29]#[N:30])=[C:27]([O:33][CH3:34])[CH:26]=1)[NH2:24].O1CCCC1. (3) Reactant: [F:1][C:2]1[C:10]([C:11]([F:14])([F:13])[F:12])=[N:9][CH:8]=[CH:7][C:3]=1[C:4]([OH:6])=O.Cl[C:16]1C=CC(C(F)(F)F)=CC=1C(O)=O.[CH3:29][C:30]1[CH:35]=[CH:34][N:33]=[C:32]([N:36]2[C:44]3[CH:43]=[CH:42][N:41]=[CH:40][C:39]=3[N:38]=[N:37]2)[CH:31]=1.FC1C(C)=CC(N2C3C=CN=CC=3N=N2)=NC=1. Product: [F:1][C:2]1[C:10]([C:11]([F:14])([F:13])[F:12])=[N:9][CH:8]=[CH:7][C:3]=1[C:4]([N:41]1[CH2:42][CH2:43][C:44]2[N:36]([C:32]3[CH:31]=[C:30]([CH3:29])[CH:35]=[CH:34][N:33]=3)[N:37]=[N:38][C:39]=2[CH:40]1[CH3:16])=[O:6]. The catalyst class is: 45. (4) Reactant: [C:1]1([CH3:33])[CH:6]=[CH:5][C:4]([N:7]([CH:15]2[CH2:20][CH2:19][N:18]([CH2:21][CH2:22][C:23]3([CH2:29][C:30](O)=[O:31])[CH2:28][CH2:27][CH2:26][CH2:25][CH2:24]3)[CH2:17][CH2:16]2)[C:8]([C:10]2[O:11][CH:12]=[CH:13][CH:14]=2)=[O:9])=[CH:3][CH:2]=1.[NH:34]([CH2:43][C:44]([O:46][C:47]([CH3:50])([CH3:49])[CH3:48])=[O:45])[CH2:35][C:36]([O:38][C:39]([CH3:42])([CH3:41])[CH3:40])=[O:37].C(N(CC)C(C)C)(C)C.F[B-](F)(F)F.BrC1C=CC=C[N+]=1CC. Product: [C:1]1([CH3:33])[CH:6]=[CH:5][C:4]([N:7]([CH:15]2[CH2:20][CH2:19][N:18]([CH2:21][CH2:22][C:23]3([CH2:29][C:30]([N:34]([CH2:35][C:36]([O:38][C:39]([CH3:42])([CH3:41])[CH3:40])=[O:37])[CH2:43][C:44]([O:46][C:47]([CH3:49])([CH3:50])[CH3:48])=[O:45])=[O:31])[CH2:24][CH2:25][CH2:26][CH2:27][CH2:28]3)[CH2:17][CH2:16]2)[C:8]([C:10]2[O:11][CH:12]=[CH:13][CH:14]=2)=[O:9])=[CH:3][CH:2]=1. The catalyst class is: 96. (5) Reactant: [NH:1]1[CH2:14][CH2:13][CH2:12][NH:11][CH2:10][CH2:9][NH:8][CH2:7][CH2:6][CH2:5][NH:4][CH2:3][CH2:2]1.[C:15](=O)([O-])[O-].[K+].[K+].ClC[CH:23]=[CH:24][C:25]1[CH:30]=[CH:29][CH:28]=[CH:27][CH:26]=1. Product: [CH:24]([C:25]1[CH:26]=[CH:27][C:28]([CH2:15][N:1]2[CH2:14][CH2:13][CH2:12][NH:11][CH2:10][CH2:9][NH:8][CH2:7][CH2:6][CH2:5][NH:4][CH2:3][CH2:2]2)=[CH:29][CH:30]=1)=[CH2:23]. The catalyst class is: 3. (6) Reactant: [CH2:1]([O:8][C:9]1[C:18]2[C:13](=[CH:14][CH:15]=[CH:16][CH:17]=2)[CH:12]=[CH:11][C:10]=1[CH:19]=[O:20])[C:2]1[CH:7]=[CH:6][CH:5]=[CH:4][CH:3]=1.[BH4-].[Na+]. Product: [CH2:1]([O:8][C:9]1[C:18]2[C:13](=[CH:14][CH:15]=[CH:16][CH:17]=2)[CH:12]=[CH:11][C:10]=1[CH2:19][OH:20])[C:2]1[CH:3]=[CH:4][CH:5]=[CH:6][CH:7]=1. The catalyst class is: 5. (7) Reactant: Cl.[CH3:2][O:3][C:4](=[O:14])[C@H:5]([CH2:7][C:8]1[CH:13]=[CH:12][CH:11]=[CH:10][CH:9]=1)[NH2:6].[Cl:15][C:16]1[CH:24]=[CH:23][C:19]([C:20](O)=[O:21])=[CH:18][N:17]=1.Cl.C(N=C=NCCCN(C)C)C.ON1C2C=CC=CC=2N=N1.C(N(CC)CC)C. Product: [CH3:2][O:3][C:4](=[O:14])[CH:5]([NH:6][C:20]([C:19]1[CH:18]=[N:17][C:16]([Cl:15])=[CH:24][CH:23]=1)=[O:21])[CH2:7][C:8]1[CH:13]=[CH:12][CH:11]=[CH:10][CH:9]=1. The catalyst class is: 4.